From a dataset of Full USPTO retrosynthesis dataset with 1.9M reactions from patents (1976-2016). Predict the reactants needed to synthesize the given product. (1) Given the product [O:7]1[C:11]2[CH:12]=[CH:13][C:14]([CH:16]([C:35]3[C:43]4[C:38](=[CH:39][C:40]([Cl:44])=[CH:41][CH:42]=4)[N:37]([CH3:45])[CH:36]=3)[C:17]([NH:19][S:20]([C:23]3[CH:24]=[CH:25][C:26]([CH2:29][CH2:30][OH:31])=[CH:27][CH:28]=3)(=[O:22])=[O:21])=[O:18])=[CH:15][C:10]=2[O:9][CH2:8]1, predict the reactants needed to synthesize it. The reactants are: [H-].[Al+3].[Li+].[H-].[H-].[H-].[O:7]1[C:11]2[CH:12]=[CH:13][C:14]([CH:16]([C:35]3[C:43]4[C:38](=[CH:39][C:40]([Cl:44])=[CH:41][CH:42]=4)[N:37]([CH3:45])[CH:36]=3)[C:17]([NH:19][S:20]([C:23]3[CH:28]=[CH:27][C:26]([CH2:29][C:30](OCC)=[O:31])=[CH:25][CH:24]=3)(=[O:22])=[O:21])=[O:18])=[CH:15][C:10]=2[O:9][CH2:8]1.O1C2C=CC(C(C3C4C(=CC(Cl)=CC=4)N(C)C=3)C(C3C=CC(CC(OCC)=O)=C(S(=O)(=O)N)C=3)=O)=CC=2OC1.Cl. (2) Given the product [Cl:23][C:24]1[CH:25]=[CH:26][C:27]([C:30]([C:33]2[C:34]([CH2:39][N:13]([CH2:14][C:15]3[C:20]([F:21])=[CH:19][CH:18]=[CH:17][N:16]=3)[CH2:12][CH2:11][CH2:10][CH2:9][NH:7][CH3:8])=[N:35][CH:36]=[CH:37][CH:38]=2)([CH3:32])[CH3:31])=[CH:28][CH:29]=1, predict the reactants needed to synthesize it. The reactants are: C(OC(=O)[N:7]([CH2:9][CH2:10][CH2:11][CH2:12][NH:13][CH2:14][C:15]1[C:20]([F:21])=[CH:19][CH:18]=[CH:17][N:16]=1)[CH3:8])(C)(C)C.[Cl:23][C:24]1[CH:29]=[CH:28][C:27]([C:30]([C:33]2[C:34]([CH:39]=O)=[N:35][CH:36]=[CH:37][CH:38]=2)([CH3:32])[CH3:31])=[CH:26][CH:25]=1.[BH-](OC(C)=O)(OC(C)=O)OC(C)=O.[Na+].C(O)(C(F)(F)F)=O.NCCCCN(CC1N=CC=CC=1C(O)=O)CC1C(C)=CC(C)=CN=1. (3) Given the product [F:1][C:2]1[CH:3]=[C:4]2[C:9](=[N:10][CH:11]=1)[N:8]([CH2:32][C:31]1[CH:34]=[CH:35][CH:36]=[C:29]([F:28])[CH:30]=1)[C:7](=[O:12])[C:6]([C:13]#[N:14])=[C:5]2[N:15]1[CH2:20][CH2:19][N:18]([C:21]([C:23]2[O:24][CH:25]=[CH:26][CH:27]=2)=[O:22])[CH2:17][CH2:16]1, predict the reactants needed to synthesize it. The reactants are: [F:1][C:2]1[CH:3]=[C:4]2[C:9](=[N:10][CH:11]=1)[NH:8][C:7](=[O:12])[C:6]([C:13]#[N:14])=[C:5]2[N:15]1[CH2:20][CH2:19][N:18]([C:21]([C:23]2[O:24][CH:25]=[CH:26][CH:27]=2)=[O:22])[CH2:17][CH2:16]1.[F:28][C:29]1[CH:30]=[C:31]([CH:34]=[CH:35][CH:36]=1)[CH2:32]Br.